From a dataset of Reaction yield outcomes from USPTO patents with 853,638 reactions. Predict the reaction yield, written as a fraction of the theoretical maximum amount of product (1.0 means a 100% yield; for example, 0.34 means a 34% yield). (1) The reactants are [Cl:1][C:2]1[C:3](=[O:18])[NH:4][C:5](=[O:17])[N:6]([C:8]([NH:10][CH2:11][CH2:12][CH2:13][CH2:14][CH2:15][CH3:16])=[O:9])[CH:7]=1.Cl[C:20]([O:22][CH2:23][CH:24]([CH3:26])[CH3:25])=[O:21]. No catalyst specified. The product is [Cl:1][C:2]1[C:3](=[O:18])[N:4]([C:20]([O:22][CH2:23][CH:24]([CH3:26])[CH3:25])=[O:21])[C:5](=[O:17])[N:6]([C:8](=[O:9])[NH:10][CH2:11][CH2:12][CH2:13][CH2:14][CH2:15][CH3:16])[CH:7]=1. The yield is 0.290. (2) The reactants are [CH3:1][NH:2][CH2:3][CH2:4][OH:5].CCN(CC)CC.C1(C)C=CC=CC=1.Cl[C:21]([O:23][CH2:24][C:25]1[CH:30]=[CH:29][CH:28]=[CH:27][CH:26]=1)=[O:22]. The catalyst is CN(C=O)C.O. The product is [CH3:1][N:2]([C:21]([O:23][CH2:24][C:25]1[CH:30]=[CH:29][CH:28]=[CH:27][CH:26]=1)=[O:22])[CH2:3][CH2:4][OH:5]. The yield is 0.540. (3) The reactants are C([O:5][C:6](=[O:32])[C:7]([N:10]1[C:14]2[CH:15]=[CH:16][CH:17]=[CH:18][C:13]=2[N:12]([CH2:19][CH:20]2[C:28]3[C:23](=[CH:24][CH:25]=[CH:26][C:27]=3[CH3:29])[N:22]([CH3:30])[CH2:21]2)[C:11]1=[O:31])([CH3:9])[CH3:8])(C)(C)C. The catalyst is C(O)(C(F)(F)F)=O. The product is [CH3:30][N:22]1[C:23]2[C:28](=[C:27]([CH3:29])[CH:26]=[CH:25][CH:24]=2)[CH:20]([CH2:19][N:12]2[C:13]3[CH:18]=[CH:17][CH:16]=[CH:15][C:14]=3[N:10]([C:7]([CH3:8])([CH3:9])[C:6]([OH:32])=[O:5])[C:11]2=[O:31])[CH2:21]1. The yield is 0.300. (4) The reactants are I[C:2]1[CH:3]=[CH:4][C:5]2[N:6]([CH:8]=[C:9]([NH:11][C:12](=[O:17])[CH2:13][N:14]([CH3:16])[CH3:15])[N:10]=2)[N:7]=1.[NH2:18][C:19]1[CH:20]=[C:21]([OH:25])[CH:22]=[CH:23][CH:24]=1.C(=O)([O-])[O-].[K+].[K+].CN(C)C=O. The catalyst is O. The product is [NH2:18][C:19]1[CH:20]=[C:21]([CH:22]=[CH:23][CH:24]=1)[O:25][C:2]1[CH:3]=[CH:4][C:5]2[N:6]([CH:8]=[C:9]([NH:11][C:12](=[O:17])[CH2:13][N:14]([CH3:16])[CH3:15])[N:10]=2)[N:7]=1. The yield is 0.840. (5) The reactants are [NH:1]1[C:5]2[CH:6]=[CH:7][CH:8]=[CH:9][C:4]=2[N:3]=[C:2]1[CH2:10][CH2:11][C:12]([OH:14])=O.CN(C(ON1N=NC2C=CC=NC1=2)=[N+](C)C)C.F[P-](F)(F)(F)(F)F.[NH2:39][CH2:40][C@H:41]([OH:53])[CH2:42][N:43]1[CH2:52][CH2:51][C:50]2[C:45](=[CH:46][CH:47]=[CH:48][CH:49]=2)[CH2:44]1. The catalyst is C(Cl)Cl. The product is [NH:3]1[C:4]2[CH:9]=[CH:8][CH:7]=[CH:6][C:5]=2[N:1]=[C:2]1[CH2:10][CH2:11][C:12]([NH:39][CH2:40][C@H:41]([OH:53])[CH2:42][N:43]1[CH2:52][CH2:51][C:50]2[C:45](=[CH:46][CH:47]=[CH:48][CH:49]=2)[CH2:44]1)=[O:14]. The yield is 0.260. (6) The product is [NH2:23][C:2]1[CH:10]=[CH:9][CH:8]=[C:7]2[C:3]=1[CH2:4][N:5]([CH:12]1[CH2:17][CH2:16][C:15](=[O:18])[NH:14][C:13]1=[O:19])[C:6]2=[O:11]. The yield is 0.850. The reactants are Cl[C:2]1[CH:10]=[CH:9][CH:8]=[C:7]2[C:3]=1[CH2:4][N:5]([CH:12]1[CH2:17][CH2:16][C:15](=[O:18])[NH:14][C:13]1=[O:19])[C:6]2=[O:11].C([O-])=O.[NH4+:23]. No catalyst specified. (7) The reactants are [C:1]([O:5][C:6]([N:8]1[CH2:15][CH:14]2[CH:10]([CH2:11][NH:12][CH2:13]2)[CH2:9]1)=[O:7])([CH3:4])([CH3:3])[CH3:2].Cl[C:17]1[N:22]=[CH:21][CH:20]=[CH:19][N:18]=1.C(N(CC)CC)C.C(O)C. The catalyst is ClCCl. The product is [C:1]([O:5][C:6]([N:8]1[CH2:9][CH:10]2[CH:14]([CH2:13][N:12]([C:17]3[N:22]=[CH:21][CH:20]=[CH:19][N:18]=3)[CH2:11]2)[CH2:15]1)=[O:7])([CH3:4])([CH3:2])[CH3:3]. The yield is 0.600. (8) The reactants are [CH:1]1([N:6]2[C:11]3[N:12]=[C:13]([S:16][CH3:17])[N:14]=[CH:15][C:10]=3[CH:9]=[C:8]([CH2:18][C:19]3[O:20][C:21]([CH3:24])=[N:22][N:23]=3)[C:7]2=[O:25])[CH2:5][CH2:4][CH2:3][CH2:2]1.C1(S(N2C(C3C=CC=CC=3)O2)(=O)=[O:33])C=CC=CC=1. The catalyst is C(Cl)Cl. The product is [CH:1]1([N:6]2[C:11]3[N:12]=[C:13]([S:16]([CH3:17])=[O:33])[N:14]=[CH:15][C:10]=3[CH:9]=[C:8]([CH2:18][C:19]3[O:20][C:21]([CH3:24])=[N:22][N:23]=3)[C:7]2=[O:25])[CH2:5][CH2:4][CH2:3][CH2:2]1. The yield is 0.930.